Dataset: NCI-60 drug combinations with 297,098 pairs across 59 cell lines. Task: Regression. Given two drug SMILES strings and cell line genomic features, predict the synergy score measuring deviation from expected non-interaction effect. (1) Drug 1: COC1=C2C(=CC3=C1OC=C3)C=CC(=O)O2. Drug 2: CC1C(C(CC(O1)OC2CC(CC3=C2C(=C4C(=C3O)C(=O)C5=CC=CC=C5C4=O)O)(C(=O)C)O)N)O. Cell line: HS 578T. Synergy scores: CSS=39.1, Synergy_ZIP=-3.30, Synergy_Bliss=-3.79, Synergy_Loewe=-5.21, Synergy_HSA=-1.18. (2) Drug 1: CC1=CC2C(CCC3(C2CCC3(C(=O)C)OC(=O)C)C)C4(C1=CC(=O)CC4)C. Drug 2: CN(C(=O)NC(C=O)C(C(C(CO)O)O)O)N=O. Cell line: UACC-257. Synergy scores: CSS=-5.97, Synergy_ZIP=0.484, Synergy_Bliss=-6.10, Synergy_Loewe=-8.04, Synergy_HSA=-8.72.